This data is from Forward reaction prediction with 1.9M reactions from USPTO patents (1976-2016). The task is: Predict the product of the given reaction. Given the reactants ClC(OCC(C)C)=O.[O:9]=[C:10]1[C:23]2[C:18](=[CH:19][CH:20]=[CH:21][CH:22]=2)[C:17]2[CH:16]=[CH:15][C:14]([C:24](O)=[O:25])=[CH:13][C:12]=2[NH:11]1.C(N(CC)CC)C.CCOC(C)=O, predict the reaction product. The product is: [OH:25][CH2:24][C:14]1[CH:15]=[CH:16][C:17]2[C:18]3[C:23]([C:10](=[O:9])[NH:11][C:12]=2[CH:13]=1)=[CH:22][CH:21]=[CH:20][CH:19]=3.